From a dataset of Peptide-MHC class I binding affinity with 185,985 pairs from IEDB/IMGT. Regression. Given a peptide amino acid sequence and an MHC pseudo amino acid sequence, predict their binding affinity value. This is MHC class I binding data. (1) The peptide sequence is IPKSLAGPI. The MHC is HLA-B07:02 with pseudo-sequence HLA-B07:02. The binding affinity (normalized) is 0.820. (2) The peptide sequence is FLDWIKDIMT. The MHC is HLA-A02:03 with pseudo-sequence HLA-A02:03. The binding affinity (normalized) is 0.539. (3) The binding affinity (normalized) is 0.754. The peptide sequence is SLFGQRIEV. The MHC is HLA-A02:01 with pseudo-sequence HLA-A02:01. (4) The MHC is HLA-A02:01 with pseudo-sequence HLA-A02:01. The binding affinity (normalized) is 0.356. The peptide sequence is YVVVHGYFT. (5) The peptide sequence is EIARIENEM. The MHC is HLA-A02:01 with pseudo-sequence HLA-A02:01. The binding affinity (normalized) is 0.